Dataset: NCI-60 drug combinations with 297,098 pairs across 59 cell lines. Task: Regression. Given two drug SMILES strings and cell line genomic features, predict the synergy score measuring deviation from expected non-interaction effect. (1) Drug 1: C1=C(C(=O)NC(=O)N1)F. Drug 2: C1=NC2=C(N=C(N=C2N1C3C(C(C(O3)CO)O)O)F)N. Cell line: CCRF-CEM. Synergy scores: CSS=35.6, Synergy_ZIP=-13.5, Synergy_Bliss=-19.5, Synergy_Loewe=-18.8, Synergy_HSA=-15.6. (2) Drug 1: C1=CC(=C2C(=C1NCCNCCO)C(=O)C3=C(C=CC(=C3C2=O)O)O)NCCNCCO. Drug 2: CC1=C(C=C(C=C1)NC(=O)C2=CC=C(C=C2)CN3CCN(CC3)C)NC4=NC=CC(=N4)C5=CN=CC=C5. Cell line: SK-MEL-5. Synergy scores: CSS=29.6, Synergy_ZIP=-5.00, Synergy_Bliss=0.608, Synergy_Loewe=0.222, Synergy_HSA=1.75. (3) Drug 1: C1CN(CCN1C(=O)CCBr)C(=O)CCBr. Drug 2: CCC1(C2=C(COC1=O)C(=O)N3CC4=CC5=C(C=CC(=C5CN(C)C)O)N=C4C3=C2)O.Cl. Cell line: NCI-H460. Synergy scores: CSS=78.3, Synergy_ZIP=-1.93, Synergy_Bliss=-1.83, Synergy_Loewe=-0.250, Synergy_HSA=0.207. (4) Synergy scores: CSS=16.8, Synergy_ZIP=-3.87, Synergy_Bliss=1.36, Synergy_Loewe=-91.1, Synergy_HSA=-4.06. Cell line: MDA-MB-231. Drug 1: COC1=NC(=NC2=C1N=CN2C3C(C(C(O3)CO)O)O)N. Drug 2: C1=NC2=C(N=C(N=C2N1C3C(C(C(O3)CO)O)F)Cl)N. (5) Drug 1: CC1=C(C(=CC=C1)Cl)NC(=O)C2=CN=C(S2)NC3=CC(=NC(=N3)C)N4CCN(CC4)CCO. Drug 2: C(=O)(N)NO. Cell line: OVCAR-5. Synergy scores: CSS=11.1, Synergy_ZIP=-4.66, Synergy_Bliss=3.88, Synergy_Loewe=-20.0, Synergy_HSA=2.64. (6) Drug 1: C1CN(CCN1C(=O)CCBr)C(=O)CCBr. Drug 2: CC1C(C(CC(O1)OC2CC(CC3=C2C(=C4C(=C3O)C(=O)C5=C(C4=O)C(=CC=C5)OC)O)(C(=O)CO)O)N)O.Cl. Cell line: MOLT-4. Synergy scores: CSS=49.6, Synergy_ZIP=-9.70, Synergy_Bliss=-12.6, Synergy_Loewe=-9.31, Synergy_HSA=-7.57.